Dataset: Reaction yield outcomes from USPTO patents with 853,638 reactions. Task: Predict the reaction yield, written as a fraction of the theoretical maximum amount of product (1.0 means a 100% yield; for example, 0.34 means a 34% yield). (1) The reactants are [Br:1][C:2]1[C:3]([Cl:16])=[CH:4][C:5]([O:14][CH3:15])=[C:6]([NH:8][C@@H:9]([CH3:13])[C:10]([OH:12])=O)[CH:7]=1.[N:17]1([CH:23]2[CH2:26][N:25]([C:27]([O:29][C:30]([CH3:33])([CH3:32])[CH3:31])=[O:28])[CH2:24]2)[CH2:22][CH2:21][NH:20][CH2:19][CH2:18]1.CCN=C=NCCCN(C)C.Cl.C1C=CC2N(O)N=NC=2C=1.CCN(CC)CC. The catalyst is CN(C=O)C. The product is [Br:1][C:2]1[C:3]([Cl:16])=[CH:4][C:5]([O:14][CH3:15])=[C:6]([NH:8][C@@H:9]([CH3:13])[C:10]([N:20]2[CH2:21][CH2:22][N:17]([CH:23]3[CH2:24][N:25]([C:27]([O:29][C:30]([CH3:33])([CH3:32])[CH3:31])=[O:28])[CH2:26]3)[CH2:18][CH2:19]2)=[O:12])[CH:7]=1. The yield is 0.760. (2) The yield is 0.380. The reactants are [Cl-].O[NH3+:3].[C:4](=[O:7])([O-])[OH:5].[Na+].CS(C)=O.[CH2:13]([C:17]1[N:18]=[C:19]([CH3:46])[N:20]([CH2:39][C:40]2[CH:45]=[N:44][CH:43]=[CH:42][N:41]=2)[C:21](=[O:38])[C:22]=1[CH2:23][C:24]1[CH:29]=[CH:28][C:27]([C:30]2[C:31]([C:36]#[N:37])=[CH:32][CH:33]=[CH:34][CH:35]=2)=[CH:26][CH:25]=1)[CH2:14][CH2:15][CH3:16]. The catalyst is C(OCC)(=O)C. The product is [CH2:13]([C:17]1[N:18]=[C:19]([CH3:46])[N:20]([CH2:39][C:40]2[CH:45]=[N:44][CH:43]=[CH:42][N:41]=2)[C:21](=[O:38])[C:22]=1[CH2:23][C:24]1[CH:25]=[CH:26][C:27]([C:30]2[CH:35]=[CH:34][CH:33]=[CH:32][C:31]=2[C:36]2[NH:3][C:4](=[O:7])[O:5][N:37]=2)=[CH:28][CH:29]=1)[CH2:14][CH2:15][CH3:16]. (3) The reactants are [C:1]([C:4]1[CH:5]=[C:6]([C:23]2[C:24]([CH3:29])=[N:25][O:26][C:27]=2[CH3:28])[C:7]([F:22])=[C:8]2[C:16]=1[NH:15][C:14]1[CH:13]=[C:12]([C:17]([O:19]CC)=[O:18])[CH:11]=[CH:10][C:9]2=1)(=[O:3])[NH2:2].[OH-].[Na+]. The catalyst is C1COCC1.CO. The product is [C:1]([C:4]1[CH:5]=[C:6]([C:23]2[C:24]([CH3:29])=[N:25][O:26][C:27]=2[CH3:28])[C:7]([F:22])=[C:8]2[C:16]=1[NH:15][C:14]1[CH:13]=[C:12]([C:17]([OH:19])=[O:18])[CH:11]=[CH:10][C:9]2=1)(=[O:3])[NH2:2]. The yield is 0.810. (4) The reactants are [CH2:1]([O:3][C:4]1[C:8]([CH2:9][CH2:10][OH:11])=[CH:7][N:6]([C:12]2[CH:17]=[CH:16][C:15]([C:18]([F:21])([F:20])[F:19])=[CH:14][N:13]=2)[N:5]=1)[CH3:2].O[C:23]1[CH:28]=[CH:27][C:26]([CH2:29][CH2:30][C:31]([O:33]CC)=[O:32])=[C:25]([CH3:36])[CH:24]=1.C(P(CCCC)CCCC)CCC.N(C(N1CCCCC1)=O)=NC(N1CCCCC1)=O. The catalyst is O1CCCC1. The product is [CH2:1]([O:3][C:4]1[C:8]([CH2:9][CH2:10][O:11][C:23]2[CH:28]=[CH:27][C:26]([CH2:29][CH2:30][C:31]([OH:33])=[O:32])=[C:25]([CH3:36])[CH:24]=2)=[CH:7][N:6]([C:12]2[CH:17]=[CH:16][C:15]([C:18]([F:20])([F:19])[F:21])=[CH:14][N:13]=2)[N:5]=1)[CH3:2]. The yield is 0.340. (5) The reactants are [N:1]1[CH:6]=[CH:5][C:4]([C:7]([OH:9])=O)=[N:3][CH:2]=1.F[P-](F)(F)(F)(F)F.ClC(=[N+]1CCCC1)N1CCCC1.C(N(C(C)C)CC)(C)C.[CH2:38]([S:45]([N:48]1[CH:52]=[CH:51][C:50]([NH2:53])=[CH:49]1)(=[O:47])=[O:46])[C:39]1[CH:44]=[CH:43][CH:42]=[CH:41][CH:40]=1. The catalyst is ClCCCl. The product is [CH2:38]([S:45]([N:48]1[CH:52]=[CH:51][C:50]([NH:53][C:7]([C:4]2[CH:5]=[CH:6][N:1]=[CH:2][N:3]=2)=[O:9])=[CH:49]1)(=[O:47])=[O:46])[C:39]1[CH:44]=[CH:43][CH:42]=[CH:41][CH:40]=1. The yield is 0.0100. (6) The reactants are Br[C:2]1[N:6]2[N:7]=[C:8]([NH:11][CH2:12][CH2:13][CH2:14][CH3:15])[CH:9]=[CH:10][C:5]2=[N:4][CH:3]=1.[CH3:16][NH:17][C:18]([C:20]1[CH:25]=[CH:24][C:23](B(O)O)=[CH:22][CH:21]=1)=[O:19].P([O-])([O-])([O-])=O.[K+].[K+].[K+]. The catalyst is C1C=CC(P(C2C=CC=CC=2)[C-]2C=CC=C2)=CC=1.C1C=CC(P(C2C=CC=CC=2)[C-]2C=CC=C2)=CC=1.Cl[Pd]Cl.[Fe+2].C(COC)OC.O. The product is [CH2:12]([NH:11][C:8]1[CH:9]=[CH:10][C:5]2[N:6]([C:2]([C:23]3[CH:24]=[CH:25][C:20]([C:18]([NH:17][CH3:16])=[O:19])=[CH:21][CH:22]=3)=[CH:3][N:4]=2)[N:7]=1)[CH2:13][CH2:14][CH3:15]. The yield is 0.270. (7) The reactants are CC1(C)C(C)(C)[O:5][B:4]([C:9]2[CH:15]=[CH:14][C:12]([NH2:13])=[CH:11][CH:10]=2)[O:3]1.ClS([N:21]=[C:22]=[O:23])(=O)=O.[OH-].[Na+]. The catalyst is ClCCl. The product is [NH2:21][C:22]([NH:13][C:12]1[CH:11]=[CH:10][C:9]([B:4]([OH:3])[OH:5])=[CH:15][CH:14]=1)=[O:23]. The yield is 0.540. (8) The reactants are I[C:2]1[CH:3]=[C:4]2[C:8](=[CH:9][CH:10]=1)[CH2:7][N:6]([C:11]([C:13]1[CH:18]=[C:17]([S:19]([CH3:22])(=[O:21])=[O:20])[CH:16]=[CH:15][C:14]=1[O:23][C@@H:24]([CH3:29])[C:25]([F:28])([F:27])[F:26])=[O:12])[CH2:5]2.[C:30]1(B(O)O)[CH:35]=[CH:34][CH:33]=[CH:32][CH:31]=1.C(=O)([O-])[O-].[K+].[K+]. The yield is 0.500. The catalyst is CN(C=O)C. The product is [CH3:22][S:19]([C:17]1[CH:16]=[CH:15][C:14]([O:23][C@@H:24]([CH3:29])[C:25]([F:26])([F:28])[F:27])=[C:13]([C:11]([N:6]2[CH2:5][C:4]3[C:8](=[CH:9][CH:10]=[C:2]([C:30]4[CH:35]=[CH:34][CH:33]=[CH:32][CH:31]=4)[CH:3]=3)[CH2:7]2)=[O:12])[CH:18]=1)(=[O:20])=[O:21]. (9) The reactants are [NH2:1][C@@H:2]([CH2:27][C:28]1[CH:33]=[CH:32][CH:31]=[CH:30][CH:29]=1)[C@@H:3]([OH:26])[CH2:4][C@@H:5]([NH:13][C:14]([C@@H:16]([NH:21][C:22](=[O:25])[O:23][CH3:24])[C:17]([CH3:20])([CH3:19])[CH3:18])=[O:15])[CH2:6][C:7]1[CH:12]=[CH:11][CH:10]=[CH:9][CH:8]=1.FC(F)(F)C(O)=O.[CH3:41][C@@H:42]([CH2:64][CH3:65])[C@H:43]([N:47]1[CH2:51][CH2:50][N:49]([CH2:52][C:53]2[C:62]3[C:57](=[CH:58][CH:59]=[CH:60][CH:61]=3)[N:56]=[CH:55][CH:54]=2)[C:48]1=[O:63])[C:44](O)=[O:45].CCN=C=NCCCN(C)C.C1C=CC2N(O)N=NC=2C=1.CN1CCOCC1. The catalyst is CN(C=O)C. The product is [CH2:6]([C@H:5]([NH:13][C:14]([C@@H:16]([NH:21][C:22](=[O:25])[O:23][CH3:24])[C:17]([CH3:20])([CH3:19])[CH3:18])=[O:15])[CH2:4][C@H:3]([OH:26])[C@@H:2]([NH:1][C:44](=[O:45])[C@@H:43]([N:47]1[CH2:51][CH2:50][N:49]([CH2:52][C:53]2[C:62]3[C:57](=[CH:58][CH:59]=[CH:60][CH:61]=3)[N:56]=[CH:55][CH:54]=2)[C:48]1=[O:63])[CH:42]([CH3:41])[CH2:64][CH3:65])[CH2:27][C:28]1[CH:29]=[CH:30][CH:31]=[CH:32][CH:33]=1)[C:7]1[CH:12]=[CH:11][CH:10]=[CH:9][CH:8]=1. The yield is 0.230. (10) The reactants are [C:1]([C:3]1[CH:8]=[CH:7][CH:6]=[CH:5][C:4]=1[C:9]1[CH:14]=[CH:13][C:12]([CH2:15][C:16]2[C:17](=[O:40])[N:18]([C@H:28]3[CH2:33][CH2:32][C@H:31]([O:34][CH:35]([CH3:39])[C:36](O)=[O:37])[CH2:30][CH2:29]3)[C:19]3[N:20]([N:25]=[CH:26][N:27]=3)[C:21]=2[CH2:22][CH2:23][CH3:24])=[CH:11][CH:10]=1)#[N:2].[NH4+].O[N:43]1C2C=CC=CC=2N=N1.Cl.C(N=C=NCCCN(C)C)C.CN(C)C=O. The catalyst is C(OCC)(=O)C. The product is [C:1]([C:3]1[CH:8]=[CH:7][CH:6]=[CH:5][C:4]=1[C:9]1[CH:10]=[CH:11][C:12]([CH2:15][C:16]2[C:17](=[O:40])[N:18]([C@H:28]3[CH2:29][CH2:30][C@H:31]([O:34][CH:35]([CH3:39])[C:36]([NH2:43])=[O:37])[CH2:32][CH2:33]3)[C:19]3[N:20]([N:25]=[CH:26][N:27]=3)[C:21]=2[CH2:22][CH2:23][CH3:24])=[CH:13][CH:14]=1)#[N:2]. The yield is 0.730.